From a dataset of Forward reaction prediction with 1.9M reactions from USPTO patents (1976-2016). Predict the product of the given reaction. (1) Given the reactants Cl[C:2]1[N:7]=[C:6]([N:8]2[CH2:13][CH2:12][CH2:11][C@@H:10]([NH:14][C:15](=[O:19])[N:16]([CH3:18])[CH3:17])[C@H:9]2C)[CH:5]=[N:4][C:3]=1[C:21]#[N:22].[NH2:23][C:24]1[CH:29]=[CH:28][C:27]([C:30]2([CH3:43])[CH2:35][CH2:34][N:33]([C:36]([O:38][C:39]([CH3:42])([CH3:41])[CH3:40])=[O:37])[CH2:32][CH2:31]2)=[CH:26][CH:25]=1.C(=O)([O-])[O-].[Cs+].[Cs+].C1C=CC(P(C2C(C3C(P(C4C=CC=CC=4)C4C=CC=CC=4)=CC=C4C=3C=CC=C4)=C3C(C=CC=C3)=CC=2)C2C=CC=CC=2)=CC=1, predict the reaction product. The product is: [C:21]([C:3]1[C:2]([NH:23][C:24]2[CH:29]=[CH:28][C:27]([C:30]3([CH3:43])[CH2:31][CH2:32][N:33]([C:36]([O:38][C:39]([CH3:42])([CH3:41])[CH3:40])=[O:37])[CH2:34][CH2:35]3)=[CH:26][CH:25]=2)=[N:7][C:6]([N:8]2[CH2:13][CH2:12][CH2:11][C@@H:10]([NH:14][C:15]([N:16]([CH3:17])[CH3:18])=[O:19])[CH2:9]2)=[CH:5][N:4]=1)#[N:22]. (2) Given the reactants [CH:1]1([C:4]2[C:5]([O:18][CH2:19][C:20]3([CH3:26])[CH2:25][CH2:24][CH:23]=[CH:22][CH2:21]3)=[CH:6][C:7]([F:17])=[C:8]([CH:16]=2)[C:9]([O:11]C(C)(C)C)=[O:10])[CH2:3][CH2:2]1.FC(F)(F)C(O)=O, predict the reaction product. The product is: [CH:1]1([C:4]2[C:5]([O:18][CH2:19][C:20]3([CH3:26])[CH2:25][CH2:24][CH:23]=[CH:22][CH2:21]3)=[CH:6][C:7]([F:17])=[C:8]([CH:16]=2)[C:9]([OH:11])=[O:10])[CH2:2][CH2:3]1. (3) The product is: [F:23][C:24]1[CH:29]=[CH:28][C:27]([N:6]2[C:5]3[CH:9]=[CH:10][C:11]([N:13]([S:18]([CH3:21])(=[O:19])=[O:20])[S:14]([CH3:17])(=[O:16])=[O:15])=[CH:12][C:4]=3[O:3][C:2]([CH3:22])([CH3:1])[C:7]2=[O:8])=[CH:26][CH:25]=1. Given the reactants [CH3:1][C:2]1([CH3:22])[C:7](=[O:8])[NH:6][C:5]2[CH:9]=[CH:10][C:11]([N:13]([S:18]([CH3:21])(=[O:20])=[O:19])[S:14]([CH3:17])(=[O:16])=[O:15])=[CH:12][C:4]=2[O:3]1.[F:23][C:24]1[CH:29]=[CH:28][C:27](B2OB([C:27]3[CH:28]=[CH:29][C:24]([F:23])=[CH:25][CH:26]=3)OB([C:27]3[CH:28]=[CH:29][C:24]([F:23])=[CH:25][CH:26]=3)O2)=[CH:26][CH:25]=1.C(N(CCCC)CCCC)CCC.Cl, predict the reaction product. (4) Given the reactants [CH3:1][C@@H:2]([C@@H:8]1[C@@:12]2([CH3:27])[CH2:13][CH2:14][C@@H:15]3[C@@:20]4([CH3:26])[CH2:21][CH2:22][C@@H:23]([OH:25])[CH2:24][C@H:19]4[CH2:18][CH2:17][C@H:16]3[C@@H:11]2[CH2:10][CH2:9]1)[CH2:3][CH2:4][C:5](O)=[O:6].C(OC(Cl)=O)C(C)C.C(N(CC)CC)C.[CH2:43]([NH:61][CH2:62][CH2:63][CH2:64][CH2:65][CH2:66][CH2:67][CH2:68][CH2:69][CH2:70][CH2:71][CH2:72][CH2:73][CH2:74][CH2:75][CH2:76][CH2:77][CH2:78][CH3:79])[CH2:44][CH2:45][CH2:46][CH2:47][CH2:48][CH2:49][CH2:50][CH2:51][CH2:52][CH2:53][CH2:54][CH2:55][CH2:56][CH2:57][CH2:58][CH2:59][CH3:60], predict the reaction product. The product is: [CH2:62]([N:61]([CH2:43][CH2:44][CH2:45][CH2:46][CH2:47][CH2:48][CH2:49][CH2:50][CH2:51][CH2:52][CH2:53][CH2:54][CH2:55][CH2:56][CH2:57][CH2:58][CH2:59][CH3:60])[C:5](=[O:6])[CH2:4][CH2:3][CH:2]([CH:8]1[C:12]2([CH3:27])[CH:11]([CH:16]3[CH:15]([CH2:14][CH2:13]2)[C:20]2([CH3:26])[CH:19]([CH2:24][CH:23]([OH:25])[CH2:22][CH2:21]2)[CH2:18][CH2:17]3)[CH2:10][CH2:9]1)[CH3:1])[CH2:63][CH2:64][CH2:65][CH2:66][CH2:67][CH2:68][CH2:69][CH2:70][CH2:71][CH2:72][CH2:73][CH2:74][CH2:75][CH2:76][CH2:77][CH2:78][CH3:79].